Task: Predict which catalyst facilitates the given reaction.. Dataset: Catalyst prediction with 721,799 reactions and 888 catalyst types from USPTO (1) Reactant: [C:1]([CH2:4][C:5]1[CH:15]=[CH:14][C:8]([C:9]([O:11][CH2:12][CH3:13])=[O:10])=[CH:7][CH:6]=1)(O)=[O:2].C(N(CC)CC)C. Product: [OH:2][CH2:1][CH2:4][C:5]1[CH:15]=[CH:14][C:8]([C:9]([O:11][CH2:12][CH3:13])=[O:10])=[CH:7][CH:6]=1. The catalyst class is: 7. (2) Reactant: [NH2:1][C:2]1[CH:3]=[N:4][C:5]2[C:10]([C:11]=1[NH:12][CH2:13][CH2:14][C:15]([O:17][CH2:18][CH3:19])=[O:16])=[CH:9][CH:8]=[CH:7][CH:6]=2.[CH2:20]([O:22][CH2:23][C:24](Cl)=O)[CH3:21].C(N(CC)CC)C.C(O)C. Product: [CH2:20]([O:22][CH2:23][C:24]1[N:12]([CH2:13][CH2:14][C:15]([O:17][CH2:18][CH3:19])=[O:16])[C:11]2[C:10]3[CH:9]=[CH:8][CH:7]=[CH:6][C:5]=3[N:4]=[CH:3][C:2]=2[N:1]=1)[CH3:21]. The catalyst class is: 4. (3) Reactant: [CH3:1][N:2]([CH3:5])[CH:3]=[O:4].C(N(C(C)C)CC)(C)C.[CH3:15][C:16]([C:19]1[C:24]([NH:25][C:26]([C:28]2[C:37](=[O:38])[C:36]3[CH:35]=[CH:34][CH:33]=[CH:32][C:31]=3[NH:30][CH:29]=2)=[O:27])=[CH:23][C:22]([OH:39])=[C:21]([C:40]([CH3:43])([CH3:42])[CH3:41])[CH:20]=1)([CH3:18])[CH3:17]. Product: [CH3:18][C:16]([C:19]1[C:24]([NH:25][C:26]([C:28]2[C:37](=[O:38])[C:36]3[CH:35]=[CH:34][CH:33]=[CH:32][C:31]=3[NH:30][CH:29]=2)=[O:27])=[CH:23][C:22]([OH:39])=[C:21]([C:40]([CH3:43])([CH3:42])[CH3:41])[CH:20]=1)([CH3:15])[CH3:17].[CH3:1][N:2]([CH:3]=[O:4])[CH3:5]. The catalyst class is: 13. (4) Reactant: [C:1]([C:5]1[C:14]2[CH:13]=[C:12](/[C:15](/[CH2:23][CH3:24])=[C:16](/[F:22])\[C:17](OCC)=[O:18])[C:11]([O:25][CH2:26][CH3:27])=[CH:10][C:9]=2[C:8]([CH3:29])([CH3:28])[CH2:7][CH:6]=1)([CH3:4])([CH3:3])[CH3:2].[H-].C([Al+]CC(C)C)C(C)C. Product: [C:1]([C:5]1[C:14]2[CH:13]=[C:12](/[C:15](/[CH2:23][CH3:24])=[C:16](/[F:22])\[CH2:17][OH:18])[C:11]([O:25][CH2:26][CH3:27])=[CH:10][C:9]=2[C:8]([CH3:28])([CH3:29])[CH2:7][CH:6]=1)([CH3:4])([CH3:2])[CH3:3]. The catalyst class is: 1.